Dataset: Catalyst prediction with 721,799 reactions and 888 catalyst types from USPTO. Task: Predict which catalyst facilitates the given reaction. (1) Reactant: [Br:1][C:2]1[CH:7]=[C:6]([F:8])[C:5]([F:9])=[CH:4][C:3]=1[CH2:10]Cl.C(=O)([O-])[O-].[Cs+].[Cs+].[C:18]([NH2:22])([CH3:21])([CH3:20])[CH3:19]. Product: [Br:1][C:2]1[CH:7]=[C:6]([F:8])[C:5]([F:9])=[CH:4][C:3]=1[CH2:10][NH:22][C:18]([CH3:21])([CH3:20])[CH3:19]. The catalyst class is: 10. (2) Reactant: N12CCCN=C1CCCCC2.Cl.[NH2:13][CH2:14][C:15]1[CH:23]=[CH:22][CH:21]=[C:20]2[C:16]=1[CH2:17][N:18]([CH:25]1[CH2:30][CH2:29][C:28](=[O:31])[NH:27][C:26]1=[O:32])[C:19]2=[O:24].[C:33]([NH:40][CH2:41][CH2:42][CH2:43][C:44](O)=[O:45])([O:35][C:36]([CH3:39])([CH3:38])[CH3:37])=[O:34].Cl.CN(C)CCCN=C=NCC. Product: [C:36]([O:35][C:33](=[O:34])[NH:40][CH2:41][CH2:42][CH2:43][C:44](=[O:45])[NH:13][CH2:14][C:15]1[CH:23]=[CH:22][CH:21]=[C:20]2[C:16]=1[CH2:17][N:18]([CH:25]1[CH2:30][CH2:29][C:28](=[O:31])[NH:27][C:26]1=[O:32])[C:19]2=[O:24])([CH3:39])([CH3:37])[CH3:38]. The catalyst class is: 3. (3) Reactant: [C:1]([C:3]1[CH:8]=[C:7]([O:9][CH3:10])[CH:6]=[CH:5][C:4]=1[O:11][CH3:12])#[N:2].[H-].[Al+3].[Li+].[H-].[H-].[H-]. Product: [NH2:2][CH2:1][C:3]1[CH:8]=[C:7]([O:9][CH3:10])[CH:6]=[CH:5][C:4]=1[O:11][CH3:12]. The catalyst class is: 1. (4) Reactant: [F:1][C:2]1[CH:33]=[CH:32][C:5]([CH2:6][NH:7][C:8]([C:10]2[N:15]=[CH:14][N:13]=[C:12]([C:16]([NH:18][CH2:19][C:20]3[CH:25]=[CH:24][C:23]([CH2:26][C:27]([O:29]CC)=[O:28])=[CH:22][CH:21]=3)=[O:17])[CH:11]=2)=[O:9])=[CH:4][C:3]=1[CH3:34].[OH-].[Na+]. Product: [F:1][C:2]1[CH:33]=[CH:32][C:5]([CH2:6][NH:7][C:8]([C:10]2[N:15]=[CH:14][N:13]=[C:12]([C:16]([NH:18][CH2:19][C:20]3[CH:25]=[CH:24][C:23]([CH2:26][C:27]([OH:29])=[O:28])=[CH:22][CH:21]=3)=[O:17])[CH:11]=2)=[O:9])=[CH:4][C:3]=1[CH3:34]. The catalyst class is: 6. (5) Reactant: [CH3:1][C:2]1[O:3][CH:4]=[C:5]([C:7]2[CH:16]=[CH:15][CH:14]=[C:13]3[C:8]=2[CH2:9][CH2:10][N:11]2[C:21](=[O:22])[CH2:20][NH:19][C:18](=O)[CH:17]=[C:12]23)[N:6]=1.O=P(Cl)(Cl)Cl.[CH:29]1([C:32]2[N:33]=[CH:34][NH:35][CH:36]=2)[CH2:31][CH2:30]1.N1C=CC=CC=1. Product: [CH:29]1([C:32]2[N:33]=[CH:34][N:35]([C:18]3[CH:17]=[C:12]4[C:13]5[C:8]([CH2:9][CH2:10][N:11]4[C:21](=[O:22])[CH2:20][N:19]=3)=[C:7]([C:5]3[N:6]=[C:2]([CH3:1])[O:3][CH:4]=3)[CH:16]=[CH:15][CH:14]=5)[CH:36]=2)[CH2:31][CH2:30]1. The catalyst class is: 325. (6) Reactant: [O-:1][C:2]#[N:3].[K+].Cl.[CH3:6][C:7]1[CH:8]=[C:9]([C:24]2[CH:25]=[C:26]([C:30]3([OH:36])[CH2:35][CH2:34][NH:33][CH2:32][CH2:31]3)[CH:27]=[N:28][CH:29]=2)[CH:10]=[C:11]([NH:13][C:14]2[N:19]=[C:18]([C:20]([F:23])([F:22])[F:21])[CH:17]=[CH:16][N:15]=2)[CH:12]=1.[NH4+].[OH-]. Product: [OH:36][C:30]1([C:26]2[CH:27]=[N:28][CH:29]=[C:24]([C:9]3[CH:10]=[C:11]([NH:13][C:14]4[N:19]=[C:18]([C:20]([F:22])([F:23])[F:21])[CH:17]=[CH:16][N:15]=4)[CH:12]=[C:7]([CH3:6])[CH:8]=3)[CH:25]=2)[CH2:31][CH2:32][N:33]([C:2]([NH2:3])=[O:1])[CH2:34][CH2:35]1. The catalyst class is: 20. (7) Product: [CH:8]1([C:7]2[O:6][N:5]=[C:4]([C:11]3[CH:16]=[CH:15][CH:14]=[CH:13][C:12]=3[O:17][C:18]([F:21])([F:20])[F:19])[C:3]=2[CH2:2][O:38][C:25]2[CH:26]=[CH:27][C:28]([B:29]3[O:33][C:32]([CH3:34])([CH3:35])[C:31]([CH3:37])([CH3:36])[O:30]3)=[C:23]([CH3:22])[CH:24]=2)[CH2:10][CH2:9]1. Reactant: Br[CH2:2][C:3]1[C:4]([C:11]2[CH:16]=[CH:15][CH:14]=[CH:13][C:12]=2[O:17][C:18]([F:21])([F:20])[F:19])=[N:5][O:6][C:7]=1[CH:8]1[CH2:10][CH2:9]1.[CH3:22][C:23]1[CH:24]=[C:25]([OH:38])[CH:26]=[CH:27][C:28]=1[B:29]1[O:33][C:32]([CH3:35])([CH3:34])[C:31]([CH3:37])([CH3:36])[O:30]1.C(=O)([O-])[O-].[K+].[K+]. The catalyst class is: 10. (8) Reactant: [F:1][C:2]1([F:16])[CH2:5][CH:4]([C:6]([O:8]CC2C=CC=CC=2)=[O:7])[CH2:3]1. Product: [F:1][C:2]1([F:16])[CH2:5][CH:4]([C:6]([OH:8])=[O:7])[CH2:3]1. The catalyst class is: 29. (9) Reactant: C(OC(=O)C)C.[ClH:7].[Cl:8][C:9]1[CH:55]=[CH:54][C:12]2[NH:13][CH2:14][CH2:15][CH2:16][CH:17]([O:18][C:19]([CH:21]([N:41]3[CH2:46][CH2:45][N:44](C(OC(C)(C)C)=O)[CH2:43][CH2:42]3)[C:22](=[O:40])[C:23]3[CH:28]=[CH:27][C:26]([NH:29][C:30](=[O:38])[C:31]4[CH:36]=[CH:35][CH:34]=[CH:33][C:32]=4[CH3:37])=[CH:25][C:24]=3[CH3:39])=[O:20])[C:11]=2[CH:10]=1. Product: [ClH:8].[ClH:7].[Cl:8][C:9]1[CH:55]=[CH:54][C:12]2[NH:13][CH2:14][CH2:15][CH2:16][CH:17]([O:18][C:19]([CH:21]([N:41]3[CH2:42][CH2:43][NH:44][CH2:45][CH2:46]3)[C:22](=[O:40])[C:23]3[CH:28]=[CH:27][C:26]([NH:29][C:30](=[O:38])[C:31]4[CH:36]=[CH:35][CH:34]=[CH:33][C:32]=4[CH3:37])=[CH:25][C:24]=3[CH3:39])=[O:20])[C:11]=2[CH:10]=1. The catalyst class is: 13. (10) Reactant: [N:1]([C:4]1[CH:21]=[CH:20][C:7]([C:8]([NH:10][CH2:11][CH2:12][N:13]2[CH2:18][CH2:17][N:16]([CH3:19])[CH2:15][CH2:14]2)=[O:9])=[CH:6][CH:5]=1)=[N+:2]=[N-:3].O=[C:23]([CH2:30][CH2:31][CH3:32])[CH2:24][C:25]([O:27]CC)=[O:26].[O-]CC.[Na+].Cl. Product: [CH3:19][N:16]1[CH2:17][CH2:18][N:13]([CH2:12][CH2:11][NH:10][C:8]([C:7]2[CH:6]=[CH:5][C:4]([N:1]3[C:23]([CH2:30][CH2:31][CH3:32])=[C:24]([C:25]([OH:27])=[O:26])[N:3]=[N:2]3)=[CH:21][CH:20]=2)=[O:9])[CH2:14][CH2:15]1. The catalyst class is: 8.